From a dataset of Forward reaction prediction with 1.9M reactions from USPTO patents (1976-2016). Predict the product of the given reaction. Given the reactants [C:1]([O:5][C:6]([N:8]1[CH2:15][CH2:14][CH:13]([CH3:16])[CH:9]1[C:10]([OH:12])=O)=[O:7])([CH3:4])([CH3:3])[CH3:2].[Cl:17][C:18]1[CH:19]=[CH:20][C:21]([N:33]2[CH:37]=[N:36][N:35]=[N:34]2)=[C:22]([CH:32]=1)[CH2:23][NH:24][C:25](=[O:31])[C@@H:26]1[CH2:30][CH2:29][CH2:28][NH:27]1, predict the reaction product. The product is: [C:1]([O:5][C:6]([N:8]1[CH2:15][CH2:14][CH:13]([CH3:16])[C@H:9]1[C:10]([N:27]1[CH2:28][CH2:29][CH2:30][C@H:26]1[C:25]([NH:24][CH2:23][C:22]1[CH:32]=[C:18]([Cl:17])[CH:19]=[CH:20][C:21]=1[N:33]1[CH:37]=[N:36][N:35]=[N:34]1)=[O:31])=[O:12])=[O:7])([CH3:2])([CH3:3])[CH3:4].